Regression/Classification. Given a drug SMILES string, predict its toxicity properties. Task type varies by dataset: regression for continuous values (e.g., LD50, hERG inhibition percentage) or binary classification for toxic/non-toxic outcomes (e.g., AMES mutagenicity, cardiotoxicity, hepatotoxicity). Dataset: herg_karim. From a dataset of hERG potassium channel inhibition data for cardiac toxicity prediction from Karim et al.. (1) The result is 0 (non-blocker). The drug is CCS(=O)(=O)Nc1ccc2[nH]c(O)c(C(=Nc3ccc(CN4CCCCC4)cc3)c3ccccc3)c2c1. (2) The drug is Cc1cnc(NC(=O)[C@H](CN2CC(O)C2)Oc2ncnc3c2cnn3-c2c(Cl)cccc2Cl)cn1. The result is 0 (non-blocker). (3) The compound is COc1ccc(CNC(=O)C2(c3ccccc3)CCN(c3cc(N)ccn3)CC2)cc1. The result is 1 (blocker). (4) The compound is CCOc1cc2ncc(C(N)=O)c(Nc3ccc(F)cc3F)c2cc1N1CCCN(C)CC1. The result is 1 (blocker). (5) The drug is Cc1ncoc1-c1nnc(SCCCN2CC3CC3(c3cccc(C(F)(F)F)c3F)C2)n1C. The result is 1 (blocker). (6) The molecule is CNCC(O)(Cc1sc2c(=O)c(C(=O)NCc3ccc(Cl)cc3)cn(C)c2c1C)c1ccccn1. The result is 1 (blocker).